From a dataset of Full USPTO retrosynthesis dataset with 1.9M reactions from patents (1976-2016). Predict the reactants needed to synthesize the given product. Given the product [F:10][C:11]1[CH:19]=[CH:18][C:17]([O:20][C:2]2[C:3]([CH:4]=[O:5])=[CH:6][CH:7]=[CH:8][N:9]=2)=[CH:16][C:12]=1[C:13]([OH:15])=[O:14], predict the reactants needed to synthesize it. The reactants are: Cl[C:2]1[N:9]=[CH:8][CH:7]=[CH:6][C:3]=1[CH:4]=[O:5].[F:10][C:11]1[CH:19]=[CH:18][C:17]([OH:20])=[CH:16][C:12]=1[C:13]([OH:15])=[O:14].C(=O)([O-])[O-].[Cs+].[Cs+].CS(C)=O.